Dataset: HIV replication inhibition screening data with 41,000+ compounds from the AIDS Antiviral Screen. Task: Binary Classification. Given a drug SMILES string, predict its activity (active/inactive) in a high-throughput screening assay against a specified biological target. The compound is O=C(c1c(F)c(F)c(F)c(F)c1F)n1c(=S)n(C(=O)c2c(F)c(F)c(F)c(F)c2F)c2ccccc21. The result is 0 (inactive).